From a dataset of Reaction yield outcomes from USPTO patents with 853,638 reactions. Predict the reaction yield, written as a fraction of the theoretical maximum amount of product (1.0 means a 100% yield; for example, 0.34 means a 34% yield). (1) The reactants are [CH3:1][O:2][C:3]([CH:5]1[CH2:9][CH:8]([OH:10])[CH2:7][N:6]1[CH2:11][C:12]1[CH:17]=[CH:16][CH:15]=[CH:14][CH:13]=1)=[O:4].ClN1C(=O)N(Cl)C(=O)N(Cl)C1=O.CC1(C)N([O])C(C)(C)CCC1. The catalyst is C(Cl)Cl. The product is [CH3:1][O:2][C:3]([CH:5]1[CH2:9][C:8](=[O:10])[CH2:7][N:6]1[CH2:11][C:12]1[CH:17]=[CH:16][CH:15]=[CH:14][CH:13]=1)=[O:4]. The yield is 0.960. (2) The reactants are [O:1]1[CH2:3][CH:2]1[CH2:4][O:5][C@H:6]1[CH2:11][CH2:10][C@H:9]([N:12]2[C:17](=[O:18])[C:16]([CH2:19][C:20]3[CH:25]=[CH:24][C:23]([C:26]4[C:27]([C:32]#[N:33])=[CH:28][CH:29]=[CH:30][CH:31]=4)=[CH:22][CH:21]=3)=[C:15]([CH2:34][CH2:35][CH3:36])[N:14]3[N:37]=[CH:38][N:39]=[C:13]23)[CH2:8][CH2:7]1.[FH:40].[K].CCCC[N+](CCCC)(CCCC)CCCC.F.F.[F-].ClC1C=CC=CC=1. The catalyst is C1(C)C=CC=CC=1. The product is [F:40][CH2:3][CH:2]([OH:1])[CH2:4][O:5][C@H:6]1[CH2:11][CH2:10][C@H:9]([N:12]2[C:17](=[O:18])[C:16]([CH2:19][C:20]3[CH:25]=[CH:24][C:23]([C:26]4[C:27]([C:32]#[N:33])=[CH:28][CH:29]=[CH:30][CH:31]=4)=[CH:22][CH:21]=3)=[C:15]([CH2:34][CH2:35][CH3:36])[N:14]3[N:37]=[CH:38][N:39]=[C:13]23)[CH2:8][CH2:7]1. The yield is 0.600. (3) The reactants are [C:1]([O:5][C:6](=[O:12])[NH:7][O:8][CH2:9][CH2:10]Br)([CH3:4])([CH3:3])[CH3:2].[NH:13]1[CH2:18][CH2:17][O:16][CH2:15][CH2:14]1. The catalyst is CN(C=O)C.CCOC(C)=O. The product is [C:1]([O:5][C:6](=[O:12])[NH:7][O:8][CH2:9][CH2:10][N:13]1[CH2:18][CH2:17][O:16][CH2:15][CH2:14]1)([CH3:4])([CH3:3])[CH3:2]. The yield is 0.460.